From a dataset of NCI-60 drug combinations with 297,098 pairs across 59 cell lines. Regression. Given two drug SMILES strings and cell line genomic features, predict the synergy score measuring deviation from expected non-interaction effect. (1) Drug 1: C1CC(=O)NC(=O)C1N2CC3=C(C2=O)C=CC=C3N. Drug 2: CC=C1C(=O)NC(C(=O)OC2CC(=O)NC(C(=O)NC(CSSCCC=C2)C(=O)N1)C(C)C)C(C)C. Cell line: MDA-MB-231. Synergy scores: CSS=51.9, Synergy_ZIP=12.5, Synergy_Bliss=13.2, Synergy_Loewe=-11.5, Synergy_HSA=13.5. (2) Drug 1: CN1C(=O)N2C=NC(=C2N=N1)C(=O)N. Drug 2: C1CN(P(=O)(OC1)NCCCl)CCCl. Cell line: UO-31. Synergy scores: CSS=5.31, Synergy_ZIP=-2.77, Synergy_Bliss=0.320, Synergy_Loewe=-6.63, Synergy_HSA=0.0520. (3) Cell line: UACC-257. Synergy scores: CSS=-2.43, Synergy_ZIP=1.56, Synergy_Bliss=0.161, Synergy_Loewe=-5.10, Synergy_HSA=-4.09. Drug 1: C1=CC(=CC=C1CC(C(=O)O)N)N(CCCl)CCCl.Cl. Drug 2: C1=NC2=C(N=C(N=C2N1C3C(C(C(O3)CO)O)O)F)N. (4) Drug 1: CN1C(=O)N2C=NC(=C2N=N1)C(=O)N. Drug 2: C1C(C(OC1N2C=NC3=C2NC=NCC3O)CO)O. Cell line: M14. Synergy scores: CSS=-0.972, Synergy_ZIP=-0.752, Synergy_Bliss=-3.51, Synergy_Loewe=-2.23, Synergy_HSA=-3.43.